From a dataset of Reaction yield outcomes from USPTO patents with 853,638 reactions. Predict the reaction yield, written as a fraction of the theoretical maximum amount of product (1.0 means a 100% yield; for example, 0.34 means a 34% yield). (1) The reactants are [OH:1][CH2:2][C:3]1[CH:12]=[CH:11][C:6]([C:7]([O:9][CH3:10])=[O:8])=[CH:5][CH:4]=1.[C:13](Cl)(Cl)=[O:14].[Cl:17][C:18]1[CH:23]=[C:22]2[NH:24][C:25](=[O:44])[C:26]3([CH:30]([CH2:31][C:32]([CH3:35])([CH3:34])[CH3:33])[CH2:29][NH:28][CH:27]3[C:36]3[CH:41]=[CH:40][CH:39]=[C:38]([Cl:42])[C:37]=3[F:43])[C:21]2=[CH:20][CH:19]=1.C(N(CC)CC)C. The catalyst is O1CCCC1.C1(C)C=CC=CC=1. The product is [CH3:10][O:9][C:7]([C:6]1[CH:5]=[CH:4][C:3]([CH2:2][O:1][C:13]([N:28]2[CH2:29][CH:30]([CH2:31][C:32]([CH3:34])([CH3:35])[CH3:33])[C:26]3([C:21]4[C:22](=[CH:23][C:18]([Cl:17])=[CH:19][CH:20]=4)[NH:24][C:25]3=[O:44])[CH:27]2[C:36]2[CH:41]=[CH:40][CH:39]=[C:38]([Cl:42])[C:37]=2[F:43])=[O:14])=[CH:12][CH:11]=1)=[O:8]. The yield is 0.680. (2) The reactants are C(OP([CH2:9][C:10]#[N:11])(=O)OCC)C.C[Si]([N-][Si](C)(C)C)(C)C.[Li+].[CH2:22]([O:24][C:25]1[CH:26]=[C:27]([C:33]([C:35]2[CH:40]=[CH:39][C:38]([O:41][CH3:42])=[C:37]([OH:43])[CH:36]=2)=O)[CH:28]=[CH:29][C:30]=1[O:31][CH3:32])[CH3:23].O. The catalyst is C1COCC1. The product is [CH2:22]([O:24][C:25]1[CH:26]=[C:27](/[C:33](/[C:35]2[CH:40]=[CH:39][C:38]([O:41][CH3:42])=[C:37]([OH:43])[CH:36]=2)=[CH:9]\[C:10]#[N:11])[CH:28]=[CH:29][C:30]=1[O:31][CH3:32])[CH3:23]. The yield is 0.940. (3) The product is [CH2:11]([O:13][C:14](=[O:38])[C:15]1[CH:20]=[CH:19][CH:18]=[C:17]([N:21]2[C:25]([CH3:26])=[CH:24][CH:23]=[C:22]2[C:27]2[CH:32]=[C:31]([S:33]([CH3:36])(=[O:34])=[O:35])[CH:30]=[CH:29][C:28]=2[O:37][CH2:4][C:3]2[CH:6]=[CH:7][C:8]([F:10])=[CH:9][C:2]=2[F:1])[CH:16]=1)[CH3:12]. The yield is 0.880. The catalyst is CN(C=O)C.CCOC(C)=O. The reactants are [F:1][C:2]1[CH:9]=[C:8]([F:10])[CH:7]=[CH:6][C:3]=1[CH2:4]Br.[CH2:11]([O:13][C:14](=[O:38])[C:15]1[CH:20]=[CH:19][CH:18]=[C:17]([N:21]2[C:25]([CH3:26])=[CH:24][CH:23]=[C:22]2[C:27]2[CH:32]=[C:31]([S:33]([CH3:36])(=[O:35])=[O:34])[CH:30]=[CH:29][C:28]=2[OH:37])[CH:16]=1)[CH3:12].C([O-])([O-])=O.[K+].[K+]. (4) The reactants are [CH3:1][N:2]([C:13]1[CH:18]=[CH:17][CH:16]=[CH:15][CH:14]=1)[C:3]1[CH:12]=[CH:11][C:6]([C:7]([O:9]C)=[O:8])=[CH:5][CH:4]=1.[OH-].[Li+]. The catalyst is C1COCC1.CO. The product is [CH3:1][N:2]([C:13]1[CH:18]=[CH:17][CH:16]=[CH:15][CH:14]=1)[C:3]1[CH:12]=[CH:11][C:6]([C:7]([OH:9])=[O:8])=[CH:5][CH:4]=1. The yield is 0.790. (5) The reactants are [N:1]1([CH2:6][CH2:7][CH2:8][NH:9][C:10]([C:12]2[CH:21]=[CH:20][C:19]3[C:14](=[C:15](Br)[CH:16]=[N:17][CH:18]=3)[N:13]=2)=[O:11])[CH:5]=[CH:4][N:3]=[CH:2]1.[N:23]1[CH:28]=[CH:27][C:26](B(O)O)=[CH:25][CH:24]=1.C(=O)([O-])[O-].[Cs+].[Cs+]. The catalyst is O1CCOCC1.O.C1(P([C-]2C=CC=C2)C2C=CC=CC=2)C=CC=CC=1.[C-]1(P(C2C=CC=CC=2)C2C=CC=CC=2)C=CC=C1.[Fe+2].[Pd](Cl)Cl. The product is [N:1]1([CH2:6][CH2:7][CH2:8][NH:9][C:10]([C:12]2[CH:21]=[CH:20][C:19]3[C:14](=[C:15]([C:26]4[CH:27]=[CH:28][N:23]=[CH:24][CH:25]=4)[CH:16]=[N:17][CH:18]=3)[N:13]=2)=[O:11])[CH:5]=[CH:4][N:3]=[CH:2]1. The yield is 0.600. (6) The reactants are [CH:1]1([CH2:7][NH2:8])[CH2:6][CH2:5][CH:4]=[CH:3][CH2:2]1.C(N(CC)CC)C.Cl[C:17]([O:19][CH2:20][CH3:21])=[O:18]. The catalyst is ClCCl. The product is [CH:1]1([CH2:7][NH:8][C:17](=[O:18])[O:19][CH2:20][CH3:21])[CH2:6][CH2:5][CH:4]=[CH:3][CH2:2]1. The yield is 0.850. (7) The reactants are [CH2:1]([O:8][C:9]([N:11]1[CH:17]([C:18](=O)[NH:19][C:20]2[CH:25]=[C:24]([Br:26])[CH:23]=[CH:22][C:21]=2[NH2:27])[CH2:16][C:13]2([CH2:15][CH2:14]2)[CH2:12]1)=[O:10])[C:2]1[CH:7]=[CH:6][CH:5]=[CH:4][CH:3]=1.C(OC(N1C(C(=O)NC2C=CC(Br)=CC=2N)CC2(CC2)C1)=O)C1C=CC=CC=1. The catalyst is CC(O)=O. The product is [CH2:1]([O:8][C:9]([N:11]1[CH:17]([C:18]2[NH:19][C:20]3[CH:25]=[C:24]([Br:26])[CH:23]=[CH:22][C:21]=3[N:27]=2)[CH2:16][C:13]2([CH2:15][CH2:14]2)[CH2:12]1)=[O:10])[C:2]1[CH:7]=[CH:6][CH:5]=[CH:4][CH:3]=1. The yield is 1.00.